This data is from Forward reaction prediction with 1.9M reactions from USPTO patents (1976-2016). The task is: Predict the product of the given reaction. (1) Given the reactants [Br:1][C:2]1[C:7]2[N:8]=[C:9]([S:11][CH3:12])[S:10][C:6]=2[CH:5]=[C:4]([C:13]#[N:14])[CH:3]=1.FC1C(C#N)=CC2SC(SC)=NC=2C=1, predict the reaction product. The product is: [Br:1][C:2]1[C:7]2[N:8]=[C:9]([S:11][CH3:12])[S:10][C:6]=2[CH:5]=[C:4]([CH2:13][NH2:14])[CH:3]=1. (2) Given the reactants [C:1]([S:5][S:6][CH2:7][C@@H:8]([C:10]([OH:12])=[O:11])[NH2:9])([CH3:4])([CH3:3])[CH3:2].C([O-])([O-])=O.[K+].[K+].Cl[C:20]([O:22][CH2:23][CH:24]([CH3:26])[CH3:25])=[O:21], predict the reaction product. The product is: [C:1]([S:5][S:6][CH2:7][CH:8]([NH:9][C:20]([O:22][CH2:23][CH:24]([CH3:26])[CH3:25])=[O:21])[C:10]([OH:12])=[O:11])([CH3:4])([CH3:2])[CH3:3]. (3) Given the reactants [CH2:1]([O:3][C:4]([C:6]1([C:9]2[CH:14]=[CH:13][C:12]([C:15]3[CH:20]=[CH:19][C:18]([C:21]4[O:25][N:24]=[C:23]([CH3:26])[C:22]=4[NH:27][C:28]4[CH:33]=[CH:32][CH:31]=[C:30](Br)[N:29]=4)=[CH:17][CH:16]=3)=[CH:11][CH:10]=2)[CH2:8][CH2:7]1)=[O:5])[CH3:2].[CH3:35][O:36][C:37]1[CH:38]=[C:39](B(O)O)[CH:40]=[CH:41][CH:42]=1, predict the reaction product. The product is: [CH2:1]([O:3][C:4]([C:6]1([C:9]2[CH:14]=[CH:13][C:12]([C:15]3[CH:20]=[CH:19][C:18]([C:21]4[O:25][N:24]=[C:23]([CH3:26])[C:22]=4[NH:27][C:28]4[CH:33]=[CH:32][CH:31]=[C:30]([C:41]5[CH:40]=[CH:39][CH:38]=[C:37]([O:36][CH3:35])[CH:42]=5)[N:29]=4)=[CH:17][CH:16]=3)=[CH:11][CH:10]=2)[CH2:8][CH2:7]1)=[O:5])[CH3:2]. (4) Given the reactants [CH:1]([N:4]1[CH2:9][C@H:8]2[CH2:10][C@@H:5]1[CH2:6][N:7]2[C:11]1[CH:17]=[CH:16][C:14]([NH2:15])=[CH:13][CH:12]=1)([CH3:3])[CH3:2].[Br:18][C:19]1[N:24]2[N:25]=[CH:26][N:27]=[C:23]2[C:22](Br)=[N:21][CH:20]=1, predict the reaction product. The product is: [Br:18][C:19]1[N:24]2[N:25]=[CH:26][N:27]=[C:23]2[C:22]([NH:15][C:14]2[CH:13]=[CH:12][C:11]([N:7]3[CH2:6][C@H:5]4[CH2:10][C@@H:8]3[CH2:9][N:4]4[CH:1]([CH3:3])[CH3:2])=[CH:17][CH:16]=2)=[N:21][CH:20]=1. (5) Given the reactants [C:1]([O:5][C:6]([N:8]1[CH2:13][CH:12]=[C:11](OS(C)(=O)=O)[CH2:10][CH2:9]1)=[O:7])([CH3:4])([CH3:3])[CH3:2].[CH3:19][NH:20][C:21]([C:23]1[CH:24]=[C:25](B(O)O)[CH:26]=[CH:27][CH:28]=1)=[O:22], predict the reaction product. The product is: [C:1]([O:5][C:6]([N:8]1[CH2:13][CH:12]=[C:11]([C:27]2[CH:26]=[CH:25][CH:24]=[C:23]([C:21](=[O:22])[NH:20][CH3:19])[CH:28]=2)[CH2:10][CH2:9]1)=[O:7])([CH3:4])([CH3:3])[CH3:2]. (6) Given the reactants C(OC(=O)[NH:7][CH2:8][CH2:9][CH2:10][N:11]1[C:15]([C:16]2[CH:25]=[CH:24][C:23]3[C:18](=[CH:19][CH:20]=[CH:21][CH:22]=3)[CH:17]=2)=[N:14][N:13]=[C:12]1[S:26][CH2:27][CH2:28][C:29]1[C:37]2[C:32](=[CH:33][CH:34]=[CH:35][CH:36]=2)[NH:31][CH:30]=1)(C)(C)C.CO.[ClH:41], predict the reaction product. The product is: [ClH:41].[NH:31]1[C:32]2[C:37](=[CH:36][CH:35]=[CH:34][CH:33]=2)[C:29]([CH2:28][CH2:27][S:26][C:12]2[N:11]([CH2:10][CH2:9][CH2:8][NH2:7])[C:15]([C:16]3[CH:25]=[CH:24][C:23]4[C:18](=[CH:19][CH:20]=[CH:21][CH:22]=4)[CH:17]=3)=[N:14][N:13]=2)=[CH:30]1.